Dataset: Catalyst prediction with 721,799 reactions and 888 catalyst types from USPTO. Task: Predict which catalyst facilitates the given reaction. (1) Reactant: [CH3:1][N:2]([CH2:10][C:11]1[O:12][C:13]([C:25]2[CH:30]=[CH:29][CH:28]=[CH:27][C:26]=2[CH3:31])=[C:14]([S:16]([C:19]2[CH:24]=[CH:23][CH:22]=[CH:21][CH:20]=2)(=[O:18])=[O:17])[CH:15]=1)C(=O)OC(C)(C)C.C(OCC)(=O)C.[ClH:38]. Product: [ClH:38].[CH3:1][NH:2][CH2:10][C:11]1[O:12][C:13]([C:25]2[CH:30]=[CH:29][CH:28]=[CH:27][C:26]=2[CH3:31])=[C:14]([S:16]([C:19]2[CH:24]=[CH:23][CH:22]=[CH:21][CH:20]=2)(=[O:18])=[O:17])[CH:15]=1. The catalyst class is: 336. (2) Reactant: COC1C=C(C(N2CC3C(=CC=CC=3)C2=O)CC(N)=O)C=CC=1OC.[CH3:26][O:27][C:28]1[CH:29]=[C:30]([C@@H:36]([N:41]2CC3C(=CC=CC=3)C2=O)[CH2:37][C:38]([OH:40])=[O:39])[CH:31]=[CH:32][C:33]=1[O:34][CH3:35]. Product: [NH2:41][C@H:36]([C:30]1[CH:31]=[CH:32][C:33]([O:34][CH3:35])=[C:28]([O:27][CH3:26])[CH:29]=1)[CH2:37][C:38]([OH:40])=[O:39]. The catalyst class is: 15. (3) Reactant: [Cl:1][C:2]1[CH:7]=[CH:6][C:5]([C:8]2[N:13]=[C:12]3[C:14](=[O:18])[O:15][C:16](=[O:17])[C:11]3=[N:10][C:9]=2[C:19]2[CH:24]=[CH:23][C:22]([Cl:25])=[CH:21][CH:20]=2)=[CH:4][CH:3]=1.[C:26]([OH:30])([CH3:29])([CH3:28])[CH3:27]. Product: [Cl:1][C:2]1[CH:3]=[CH:4][C:5]([C:8]2[N:13]=[C:12]([C:14]([O:30][C:26]([CH3:29])([CH3:28])[CH3:27])=[O:18])[C:11]([C:16]([OH:17])=[O:15])=[N:10][C:9]=2[C:19]2[CH:24]=[CH:23][C:22]([Cl:25])=[CH:21][CH:20]=2)=[CH:6][CH:7]=1. The catalyst class is: 616.